From a dataset of Reaction yield outcomes from USPTO patents with 853,638 reactions. Predict the reaction yield, written as a fraction of the theoretical maximum amount of product (1.0 means a 100% yield; for example, 0.34 means a 34% yield). The reactants are [CH:1]1([C:4]([CH:6]2[CH2:8][CH2:7]2)=O)[CH2:3][CH2:2]1.[CH3:9][C:10]([S@:13]([NH2:15])=[O:14])([CH3:12])[CH3:11]. The catalyst is O1CCCC1.[Cl-].[Na+].O.[O-]CC.[Ti+4].[O-]CC.[O-]CC.[O-]CC. The product is [CH:1]1([C:4]([CH:6]2[CH2:8][CH2:7]2)=[N:15][S@@:13]([C:10]([CH3:12])([CH3:11])[CH3:9])=[O:14])[CH2:3][CH2:2]1. The yield is 0.220.